From a dataset of Full USPTO retrosynthesis dataset with 1.9M reactions from patents (1976-2016). Predict the reactants needed to synthesize the given product. (1) Given the product [CH3:38][O:37][C:34]1[CH:33]=[CH:32][C:31]([CH2:30][N:8]([CH2:7][C:6]2[CH:5]=[CH:4][C:3]([O:2][CH3:1])=[CH:40][CH:39]=2)[C:9]2[N:10]=[CH:11][C:12]([C:15]3[C:16]4[CH2:29][CH2:28][N:27]([C:42]5[CH:47]=[CH:46][N:45]=[C:44]([C:48]([N:50]6[CH2:51][CH2:52][N:53]([CH3:56])[CH2:54][CH2:55]6)=[O:49])[CH:43]=5)[C:17]=4[N:18]=[C:19]([N:21]4[CH2:26][CH2:25][O:24][CH2:23][CH2:22]4)[N:20]=3)=[CH:13][N:14]=2)=[CH:36][CH:35]=1, predict the reactants needed to synthesize it. The reactants are: [CH3:1][O:2][C:3]1[CH:40]=[CH:39][C:6]([CH2:7][N:8]([CH2:30][C:31]2[CH:36]=[CH:35][C:34]([O:37][CH3:38])=[CH:33][CH:32]=2)[C:9]2[N:14]=[CH:13][C:12]([C:15]3[C:16]4[CH2:29][CH2:28][NH:27][C:17]=4[N:18]=[C:19]([N:21]4[CH2:26][CH2:25][O:24][CH2:23][CH2:22]4)[N:20]=3)=[CH:11][N:10]=2)=[CH:5][CH:4]=1.Cl[C:42]1[CH:47]=[CH:46][N:45]=[C:44]([C:48]([N:50]2[CH2:55][CH2:54][N:53]([CH3:56])[CH2:52][CH2:51]2)=[O:49])[CH:43]=1. (2) Given the product [O:1]1[CH2:4][CH:3]([O:5][S:14]([C:13]([F:26])([F:25])[F:12])(=[O:16])=[O:15])[CH2:2]1, predict the reactants needed to synthesize it. The reactants are: [O:1]1[CH2:4][CH:3]([OH:5])[CH2:2]1.N1C=CC=CC=1.[F:12][C:13]([F:26])([F:25])[S:14](O[S:14]([C:13]([F:26])([F:25])[F:12])(=[O:16])=[O:15])(=[O:16])=[O:15]. (3) Given the product [O:15]1[CH:19]=[CH:18][C:17]([C:20]2[CH:21]=[C:22]([C:35]([F:37])([F:36])[F:38])[C:23]3[N:24]([CH:26]=[C:27]([CH2:29][N:9]4[CH2:8][CH:7]([C:1]5[CH:2]=[CH:3][CH:4]=[CH:5][CH:6]=5)[O:11][C:10]4=[O:12])[N:28]=3)[CH:25]=2)=[CH:16]1, predict the reactants needed to synthesize it. The reactants are: [C:1]1([CH:7]2[O:11][C:10](=[O:12])[NH:9][CH2:8]2)[CH:6]=[CH:5][CH:4]=[CH:3][CH:2]=1.[H-].[Na+].[O:15]1[CH:19]=[CH:18][C:17]([C:20]2[CH:21]=[C:22]([C:35]([F:38])([F:37])[F:36])[C:23]3[N:24]([CH:26]=[C:27]([CH2:29]OS(C)(=O)=O)[N:28]=3)[CH:25]=2)=[CH:16]1.O.